This data is from Catalyst prediction with 721,799 reactions and 888 catalyst types from USPTO. The task is: Predict which catalyst facilitates the given reaction. (1) Reactant: Br[C:2]1[CH:3]=[C:4]([NH:8][C:9]2[S:10][C:11]([CH3:14])=[N:12][N:13]=2)[CH:5]=[CH:6][CH:7]=1.[B:15]1([B:15]2[O:19][C:18]([CH3:21])([CH3:20])[C:17]([CH3:23])([CH3:22])[O:16]2)[O:19][C:18]([CH3:21])([CH3:20])[C:17]([CH3:23])([CH3:22])[O:16]1.CC([O-])=O.[K+]. Product: [CH3:14][C:11]1[S:10][C:9]([NH:8][C:4]2[CH:3]=[C:2]([B:15]3[O:19][C:18]([CH3:21])([CH3:20])[C:17]([CH3:23])([CH3:22])[O:16]3)[CH:7]=[CH:6][CH:5]=2)=[N:13][N:12]=1. The catalyst class is: 16. (2) Reactant: CS(O[C@@H:6]1[CH2:10][CH2:9][CH2:8][C@H:7]1[O:11][C:12]1[CH:17]=[CH:16][C:15]([Br:18])=[CH:14][CH:13]=1)(=O)=O.[N-:19]=[N+:20]=[N-:21].[Na+]. Product: [Br:18][C:15]1[CH:16]=[CH:17][C:12]([O:11][C@@H:7]2[CH2:8][CH2:9][CH2:10][C@@H:6]2[N:19]=[N+:20]=[N-:21])=[CH:13][CH:14]=1. The catalyst class is: 9.